From a dataset of Forward reaction prediction with 1.9M reactions from USPTO patents (1976-2016). Predict the product of the given reaction. (1) Given the reactants [OH:1][C:2]1[C:11]([CH2:12][CH2:13][C:14]([CH3:16])=[CH2:15])=[C:10]([O:17][CH3:18])[CH:9]=[C:8](/[CH:19]=[CH:20]/[C:21]2[CH:26]=[CH:25][CH:24]=[CH:23][CH:22]=2)[C:3]=1[C:4]([O:6][CH3:7])=[O:5].[C:27](Cl)(=[O:29])[CH3:28], predict the reaction product. The product is: [C:27]([O:1][C:2]1[C:11]([CH2:12][CH2:13][C:14]([CH3:16])=[CH2:15])=[C:10]([O:17][CH3:18])[CH:9]=[C:8](/[CH:19]=[CH:20]/[C:21]2[CH:22]=[CH:23][CH:24]=[CH:25][CH:26]=2)[C:3]=1[C:4]([O:6][CH3:7])=[O:5])(=[O:29])[CH3:28]. (2) Given the reactants [N:1]([CH2:4][CH2:5][CH2:6][S:7][C:8]1[C:16]2[C:15](=[O:17])[N:14]([CH3:18])[C:13](=[O:19])[N:12]([CH2:20][CH:21]([CH3:23])[CH3:22])[C:11]=2[S:10][C:9]=1[CH2:24][C:25]1[C:34]2[C:29](=[CH:30][CH:31]=[CH:32][CH:33]=2)[CH:28]=[CH:27][CH:26]=1)=[N+]=[N-].C(S)CCS.C(N(CC)CC)C.[BH4-].[Na+], predict the reaction product. The product is: [NH2:1][CH2:4][CH2:5][CH2:6][S:7][C:8]1[C:16]2[C:15](=[O:17])[N:14]([CH3:18])[C:13](=[O:19])[N:12]([CH2:20][CH:21]([CH3:22])[CH3:23])[C:11]=2[S:10][C:9]=1[CH2:24][C:25]1[C:34]2[C:29](=[CH:30][CH:31]=[CH:32][CH:33]=2)[CH:28]=[CH:27][CH:26]=1. (3) Given the reactants CC(C[AlH]CC(C)C)C.[Cl:10][C:11]1[CH:12]=[C:13]([C:18]2[CH:23]=[CH:22][C:21](/[C:24](/[CH3:31])=[CH:25]/[C:26](OCC)=[O:27])=[CH:20][CH:19]=2)[CH:14]=[C:15]([Cl:17])[CH:16]=1, predict the reaction product. The product is: [Cl:10][C:11]1[CH:12]=[C:13]([C:18]2[CH:19]=[CH:20][C:21](/[C:24](/[CH3:31])=[CH:25]/[CH2:26][OH:27])=[CH:22][CH:23]=2)[CH:14]=[C:15]([Cl:17])[CH:16]=1.